From a dataset of Reaction yield outcomes from USPTO patents with 853,638 reactions. Predict the reaction yield, written as a fraction of the theoretical maximum amount of product (1.0 means a 100% yield; for example, 0.34 means a 34% yield). (1) The reactants are [H-].[Al+3].[Li+].[H-].[H-].[H-].C([O:9][C:10]([C:12]1[NH:20][C:19]2[CH2:18][CH2:17][N:16]([CH2:21][CH2:22][N:23]([CH2:26][CH3:27])[CH2:24][CH3:25])[C:15](=[O:28])[C:14]=2[C:13]=1[C:29]([F:32])([F:31])[F:30])=O)C. The catalyst is O1CCCC1. The product is [CH2:26]([N:23]([CH2:24][CH3:25])[CH2:22][CH2:21][N:16]1[CH2:17][CH2:18][C:19]2[NH:20][C:12]([CH2:10][OH:9])=[C:13]([C:29]([F:30])([F:32])[F:31])[C:14]=2[C:15]1=[O:28])[CH3:27]. The yield is 0.834. (2) The reactants are C[O-].[Na+].[CH3:4][N:5]1[C:20]2[C:19]3([C:21]4[CH:26]=[CH:25][CH:24]=[CH:23][CH:22]=4)[CH:11]([CH:12]([CH3:27])[C:13]4[O:17][N:16]=[CH:15][C:14]=4[CH2:18]3)[CH2:10][CH2:9][C:8]=2[C:7]([C:28]2[CH:33]=[CH:32][CH:31]=[CH:30][CH:29]=2)=[N:6]1. The catalyst is CO.O1CCCC1.C(OCC)(=O)C. The product is [CH3:4][N:5]1[C:20]2[C:19]3([C:21]4[CH:26]=[CH:25][CH:24]=[CH:23][CH:22]=4)[CH2:18][CH:14]([C:15]#[N:16])[C:13](=[O:17])[CH:12]([CH3:27])[CH:11]3[CH2:10][CH2:9][C:8]=2[C:7]([C:28]2[CH:29]=[CH:30][CH:31]=[CH:32][CH:33]=2)=[N:6]1. The yield is 1.00.